Task: Predict the product of the given reaction.. Dataset: Forward reaction prediction with 1.9M reactions from USPTO patents (1976-2016) Given the reactants [Li]C(C)(C)C.[Si:6]([C:10]#[CH:11])([CH3:9])([CH3:8])[CH3:7].[C:12]([Si:16]([CH3:23])([CH3:22])[O:17][CH2:18][C@H:19]1[CH2:21][O:20]1)([CH3:15])([CH3:14])[CH3:13].B(F)(F)F, predict the reaction product. The product is: [Si:16]([O:17][CH2:18][C@H:19]([OH:20])[CH2:21][C:11]#[C:10][Si:6]([CH3:9])([CH3:8])[CH3:7])([C:12]([CH3:15])([CH3:14])[CH3:13])([CH3:23])[CH3:22].